From a dataset of Full USPTO retrosynthesis dataset with 1.9M reactions from patents (1976-2016). Predict the reactants needed to synthesize the given product. (1) Given the product [Cl:8][C:6]1[CH:7]=[C:2]([N:13]2[CH2:14][CH2:15][CH2:12][CH2:11]2)[N:3]=[C:4]([CH2:9][Cl:10])[N:5]=1, predict the reactants needed to synthesize it. The reactants are: Cl[C:2]1[CH:7]=[C:6]([Cl:8])[N:5]=[C:4]([CH2:9][Cl:10])[N:3]=1.[CH2:11]([N:13](CC)[CH2:14][CH3:15])[CH3:12].N1CCCC1.O. (2) Given the product [C:12]([C:10]1[N:11]=[C:2]([C:19]2[CH:18]=[CH:17][C:16]([CH3:15])=[CH:21][N:20]=2)[CH:3]=[C:4]([C:5]([O:7][CH3:8])=[O:6])[CH:9]=1)([CH3:14])=[CH2:13], predict the reactants needed to synthesize it. The reactants are: Cl[C:2]1[CH:3]=[C:4]([CH:9]=[C:10]([C:12]([CH3:14])=[CH2:13])[N:11]=1)[C:5]([O:7][CH3:8])=[O:6].[CH3:15][C:16]1[CH:17]=[CH:18][C:19](B2OC(C)(C)C(C)(C)O2)=[N:20][CH:21]=1.C(=O)([O-])[O-].[Cs+].[Cs+]. (3) Given the product [CH2:1]([C:5]1[CH:6]=[N:7][C:8]([Cl:14])=[C:9]([CH:13]=1)[C:10]([NH:30][C:28](=[NH:29])[CH2:27][O:26][CH2:25][CH2:24][C:18]1[CH:19]=[C:20]([F:23])[CH:21]=[CH:22][C:17]=1[F:16])=[O:12])[CH2:2][CH2:3][CH3:4], predict the reactants needed to synthesize it. The reactants are: [CH2:1]([C:5]1[CH:6]=[N:7][C:8]([Cl:14])=[C:9]([CH:13]=1)[C:10]([OH:12])=O)[CH2:2][CH2:3][CH3:4].Cl.[F:16][C:17]1[CH:22]=[CH:21][C:20]([F:23])=[CH:19][C:18]=1[CH2:24][CH2:25][O:26][CH2:27][C:28]([NH2:30])=[NH:29].CN(C(ON1N=NC2C=CC=CC1=2)=[N+](C)C)C.[B-](F)(F)(F)F.CCN(C(C)C)C(C)C. (4) The reactants are: [N:1]1([CH2:6][CH2:7][NH:8][C:9]([C:11]2[CH:12]=[C:13]3[C:17](=[CH:18][CH:19]=2)[N:16](C2CCCCO2)[N:15]=[C:14]3[C:26]2[CH:35]=[CH:34][C:33]3[C:28](=[CH:29][CH:30]=[C:31]([O:36][CH3:37])[CH:32]=3)[CH:27]=2)=[O:10])[CH2:5][CH2:4][CH2:3][CH2:2]1. Given the product [N:1]1([CH2:6][CH2:7][NH:8][C:9]([C:11]2[CH:12]=[C:13]3[C:17](=[CH:18][CH:19]=2)[NH:16][N:15]=[C:14]3[C:26]2[CH:35]=[CH:34][C:33]3[C:28](=[CH:29][CH:30]=[C:31]([O:36][CH3:37])[CH:32]=3)[CH:27]=2)=[O:10])[CH2:2][CH2:3][CH2:4][CH2:5]1, predict the reactants needed to synthesize it. (5) Given the product [ClH:29].[C:1]1([C@H:7]([C:8]2[CH:13]=[CH:12][CH:11]=[CH:10][N:9]=2)[NH:14][C:15]([C@H:17]2[NH:21][CH2:20][CH2:19][S:18]2)=[O:16])[CH:2]=[CH:3][CH:4]=[CH:5][CH:6]=1, predict the reactants needed to synthesize it. The reactants are: [C:1]1([C@@H:7]([NH:14][C:15]([C@H:17]2[N:21](C(OC(C)(C)C)=O)[CH2:20][CH2:19][S:18]2)=[O:16])[C:8]2[CH:13]=[CH:12][CH:11]=[CH:10][N:9]=2)[CH:6]=[CH:5][CH:4]=[CH:3][CH:2]=1.[ClH:29].[OH-].[Na+]. (6) The reactants are: Cl[C:2]1[C:7]([C:8]([F:11])([F:10])[F:9])=[CH:6][N:5]=[C:4]([NH:12][C:13]2[CH:27]=[CH:26][C:16]([CH2:17][P:18](=[O:25])([O:22][CH2:23][CH3:24])[O:19][CH2:20][CH3:21])=[CH:15][C:14]=2[O:28][CH3:29])[N:3]=1.[NH2:30][C:31]1[C:39]2[C:38](=[O:40])[N:37]([CH3:41])[CH2:36][C:35]=2[C:34]([C:42]([OH:44])=[O:43])=[CH:33][CH:32]=1. Given the product [CH2:20]([O:19][P:18]([CH2:17][C:16]1[CH:26]=[CH:27][C:13]([NH:12][C:4]2[N:3]=[C:2]([NH:30][C:31]3[C:39]4[C:38](=[O:40])[N:37]([CH3:41])[CH2:36][C:35]=4[C:34]([C:42]([OH:44])=[O:43])=[CH:33][CH:32]=3)[C:7]([C:8]([F:11])([F:10])[F:9])=[CH:6][N:5]=2)=[C:14]([O:28][CH3:29])[CH:15]=1)([O:22][CH2:23][CH3:24])=[O:25])[CH3:21], predict the reactants needed to synthesize it.